This data is from Reaction yield outcomes from USPTO patents with 853,638 reactions. The task is: Predict the reaction yield, written as a fraction of the theoretical maximum amount of product (1.0 means a 100% yield; for example, 0.34 means a 34% yield). The reactants are O=[C:2]1[C:10]2[CH:9]=[C:8]3[O:11][CH2:12][O:13][C:7]3=[CH:6][C:5]=2[C:4](=[O:14])[N:3]1[CH2:15][CH2:16][CH:17]1[CH2:22][CH2:21][N:20]([C:23]([O:25][C:26]([CH3:29])([CH3:28])[CH3:27])=[O:24])[CH2:19][CH2:18]1.O1CCC[CH2:31]1.C[Mg]I.C(OCC)C.Cl. The catalyst is O.C(OCC)(=O)C. The product is [CH2:31]=[C:2]1[C:10]2[CH:9]=[C:8]3[O:11][CH2:12][O:13][C:7]3=[CH:6][C:5]=2[C:4](=[O:14])[N:3]1[CH2:15][CH2:16][CH:17]1[CH2:22][CH2:21][N:20]([C:23]([O:25][C:26]([CH3:27])([CH3:29])[CH3:28])=[O:24])[CH2:19][CH2:18]1. The yield is 0.638.